Dataset: Reaction yield outcomes from USPTO patents with 853,638 reactions. Task: Predict the reaction yield, written as a fraction of the theoretical maximum amount of product (1.0 means a 100% yield; for example, 0.34 means a 34% yield). (1) The yield is 0.140. No catalyst specified. The product is [Cl:1][C:2]1[CH:15]=[CH:14][C:5]([CH2:6][N:7]2[CH2:12][CH2:11][CH:10]([NH:13][C:23](=[O:24])[C:22]3[CH:26]=[CH:27][CH:28]=[C:29]([O:30][CH3:31])[C:21]=3[O:20][CH3:19])[CH2:9][CH2:8]2)=[CH:4][C:3]=1[O:16][CH2:17][CH3:18]. The reactants are [Cl:1][C:2]1[CH:15]=[CH:14][C:5]([CH2:6][N:7]2[CH2:12][CH2:11][CH:10]([NH2:13])[CH2:9][CH2:8]2)=[CH:4][C:3]=1[O:16][CH2:17][CH3:18].[CH3:19][O:20][C:21]1[C:29]([O:30][CH3:31])=[CH:28][CH:27]=[CH:26][C:22]=1[C:23](O)=[O:24]. (2) The reactants are [NH2:1][CH2:2][C@@H:3]1[C@H:7]2[O:8][C:9]([CH3:12])([CH3:11])[O:10][C@H:6]2[C@H:5]([N:13]2[C:17]3[N:18]=[CH:19][N:20]=[C:21]([NH:22][CH2:23][C:24]4[CH:29]=[CH:28][C:27]([O:30][CH3:31])=[CH:26][C:25]=4[O:32][CH3:33])[C:16]=3[CH:15]=[CH:14]2)[O:4]1.O=[C:35]1[CH2:38][CH:37]([CH2:39][CH2:40][C:41]([O:43][CH2:44][C:45]2[CH:50]=[CH:49][CH:48]=[CH:47][CH:46]=2)=[O:42])[CH2:36]1.CC(O)=O.[BH-](OC(C)=O)(OC(C)=O)OC(C)=O.[Na+]. The catalyst is ClCCCl.CO.C(Cl)Cl. The product is [CH3:33][O:32][C:25]1[CH:26]=[C:27]([O:30][CH3:31])[CH:28]=[CH:29][C:24]=1[CH2:23][NH:22][C:21]1[C:16]2[CH:15]=[CH:14][N:13]([C@H:5]3[C@@H:6]4[O:10][C:9]([CH3:12])([CH3:11])[O:8][C@@H:7]4[C@@H:3]([CH2:2][NH:1][CH:35]4[CH2:38][CH:37]([CH2:39][CH2:40][C:41]([O:43][CH2:44][C:45]5[CH:46]=[CH:47][CH:48]=[CH:49][CH:50]=5)=[O:42])[CH2:36]4)[O:4]3)[C:17]=2[N:18]=[CH:19][N:20]=1. The yield is 0.650. (3) The reactants are [N:1]1[N:2]2[CH:8]([C:9]([O:11]CC3C=CC=CC=3)=[O:10])[CH2:7][CH2:6][C:3]2=[CH:4][CH:5]=1.[H][H]. The catalyst is [Pd].C(O)C. The product is [N:1]1[N:2]2[CH:8]([C:9]([OH:11])=[O:10])[CH2:7][CH2:6][C:3]2=[CH:4][CH:5]=1. The yield is 1.00. (4) The reactants are [CH2:1]([O:8][C:9](=[O:30])/[CH:10]=[C:11](/[NH:13][C:14]1[CH:19]=[CH:18][C:17]([CH2:20][NH:21][C:22]([O:24][C:25]([CH3:28])([CH3:27])[CH3:26])=[O:23])=[CH:16][C:15]=1I)\[CH3:12])[C:2]1[CH:7]=[CH:6][CH:5]=[CH:4][CH:3]=1.C(N(CCC)CCC)CC. The catalyst is CN(C=O)C.C([O-])(=O)C.[Pd+2].C([O-])(=O)C. The product is [CH2:1]([O:8][C:9]([C:10]1[C:19]2[C:14](=[CH:15][CH:16]=[C:17]([CH2:20][NH:21][C:22]([O:24][C:25]([CH3:28])([CH3:27])[CH3:26])=[O:23])[CH:18]=2)[NH:13][C:11]=1[CH3:12])=[O:30])[C:2]1[CH:7]=[CH:6][CH:5]=[CH:4][CH:3]=1. The yield is 0.480. (5) The reactants are [CH3:1][O:2][C:3]1[CH:4]=[C:5]([CH:10]=[CH:11][C:12]=1[O:13][CH2:14][CH2:15][O:16][C:17]([F:20])([F:19])[F:18])[C:6]([O:8]C)=[O:7].[Li+].[OH-]. The catalyst is C1COCC1.O. The product is [CH3:1][O:2][C:3]1[CH:4]=[C:5]([CH:10]=[CH:11][C:12]=1[O:13][CH2:14][CH2:15][O:16][C:17]([F:18])([F:19])[F:20])[C:6]([OH:8])=[O:7]. The yield is 0.820. (6) The reactants are Cl[C:2]1[CH:7]=[C:6]([NH:8][C:9]2[CH:14]=[CH:13][C:12]([S:15]([NH2:18])(=[O:17])=[O:16])=[CH:11][CH:10]=2)[N:5]2[N:19]=[CH:20][N:21]=[C:4]2[N:3]=1.[CH2:22]([NH:24][CH2:25][CH3:26])[CH3:23]. The catalyst is C(O)C. The product is [CH2:22]([N:24]([CH2:25][CH3:26])[C:2]1[CH:7]=[C:6]([NH:8][C:9]2[CH:14]=[CH:13][C:12]([S:15]([NH2:18])(=[O:17])=[O:16])=[CH:11][CH:10]=2)[N:5]2[N:19]=[CH:20][N:21]=[C:4]2[N:3]=1)[CH3:23]. The yield is 0.310. (7) The reactants are Br[CH2:2][C:3]1[C:4]([F:13])=[C:5]([CH:10]=[CH:11][CH:12]=1)[C:6]([O:8][CH3:9])=[O:7].C(=O)(O)[O-:15].[Na+].CS(C)=O. The catalyst is C(OCC)(=O)C. The product is [F:13][C:4]1[C:3]([CH:2]=[O:15])=[CH:12][CH:11]=[CH:10][C:5]=1[C:6]([O:8][CH3:9])=[O:7]. The yield is 0.670.